This data is from Peptide-MHC class I binding affinity with 185,985 pairs from IEDB/IMGT. The task is: Regression. Given a peptide amino acid sequence and an MHC pseudo amino acid sequence, predict their binding affinity value. This is MHC class I binding data. (1) The peptide sequence is IASKINNNRI. The MHC is HLA-A68:02 with pseudo-sequence HLA-A68:02. The binding affinity (normalized) is 0.529. (2) The peptide sequence is DRFYKTLRA. The MHC is HLA-B44:02 with pseudo-sequence HLA-B44:02. The binding affinity (normalized) is 0.0629. (3) The peptide sequence is HTSSMRGVY. The MHC is HLA-A30:02 with pseudo-sequence HLA-A30:02. The binding affinity (normalized) is 1.00. (4) The peptide sequence is ITWPRTRHW. The MHC is HLA-B39:01 with pseudo-sequence HLA-B39:01. The binding affinity (normalized) is 0.0847. (5) The peptide sequence is RQGLELTL. The MHC is Mamu-B03 with pseudo-sequence Mamu-B03. The binding affinity (normalized) is 0.552. (6) The peptide sequence is YNFSLGAAV. The MHC is HLA-A02:02 with pseudo-sequence HLA-A02:02. The binding affinity (normalized) is 0.276. (7) The peptide sequence is SLIAIIKGV. The MHC is HLA-A02:01 with pseudo-sequence HLA-A02:01. The binding affinity (normalized) is 0.774.